From a dataset of Full USPTO retrosynthesis dataset with 1.9M reactions from patents (1976-2016). Predict the reactants needed to synthesize the given product. (1) Given the product [Cl:1][C:2]1[C:3]([F:22])=[C:4]([NH:8][C:9]2[C:18]3[C:13](=[CH:14][C:15]([O:20][CH3:21])=[C:16]([O:19][C@H:28]4[CH2:29][CH2:30][C@H:31]([N:34]5[CH2:39][CH2:38][N:37]([CH3:40])[C:36](=[O:41])[CH2:35]5)[CH2:32][CH2:33]4)[CH:17]=3)[N:12]=[CH:11][N:10]=2)[CH:5]=[CH:6][CH:7]=1, predict the reactants needed to synthesize it. The reactants are: [Cl:1][C:2]1[C:3]([F:22])=[C:4]([NH:8][C:9]2[C:18]3[C:13](=[CH:14][C:15]([O:20][CH3:21])=[C:16]([OH:19])[CH:17]=3)[N:12]=[CH:11][N:10]=2)[CH:5]=[CH:6][CH:7]=1.CS(O[C@H:28]1[CH2:33][CH2:32][C@@H:31]([N:34]2[CH2:39][CH2:38][N:37]([CH3:40])[C:36](=[O:41])[CH2:35]2)[CH2:30][CH2:29]1)(=O)=O.C(=O)([O-])[O-].[K+].[K+]. (2) Given the product [CH2:58]([N:42]([CH2:40][CH3:41])[CH2:43][CH2:44][NH:45][C:46]([C:48]1[CH:56]=[N:51][C:16]2[C:11](=[CH:12][CH:13]=[C:14]([I:19])[CH:15]=2)[N:49]=1)=[O:47])[CH3:59], predict the reactants needed to synthesize it. The reactants are: C(N(CC)CCNC(C1C=C[C:16]2[C:11](=[CH:12][CH:13]=[C:14]([I:19])[CH:15]=2)C=1)=O)C.IC1C=C2C(=CC=1)N=C(C(OCC)=O)C=N2.[K+].[Br-].[CH2:40]([N:42]([CH2:58][CH3:59])[CH2:43][CH2:44][NH:45][C:46]([C:48]1[N:49]=C2C=CC=C[N:51]2[C:56]=1I)=[O:47])[CH3:41].